From a dataset of Peptide-MHC class II binding affinity with 134,281 pairs from IEDB. Regression. Given a peptide amino acid sequence and an MHC pseudo amino acid sequence, predict their binding affinity value. This is MHC class II binding data. (1) The peptide sequence is DLHTVLRNVACQEAV. The MHC is DRB1_0101 with pseudo-sequence DRB1_0101. The binding affinity (normalized) is 0.509. (2) The peptide sequence is VWGQKYFKGNFERLA. The MHC is HLA-DQA10301-DQB10302 with pseudo-sequence HLA-DQA10301-DQB10302. The binding affinity (normalized) is 0.315. (3) The peptide sequence is SWAIKLEITDVTTLV. The MHC is DRB1_0101 with pseudo-sequence DRB1_0101. The binding affinity (normalized) is 0.366. (4) The peptide sequence is VDIMVRDGQLTIKAE. The binding affinity (normalized) is 0.466. The MHC is DRB1_0401 with pseudo-sequence DRB1_0401. (5) The peptide sequence is YDKFLDNVSTVLTGK. The MHC is DRB1_0404 with pseudo-sequence DRB1_0404. The binding affinity (normalized) is 0.460. (6) The peptide sequence is PNESYKKQVTIRIGC. The MHC is DRB1_1302 with pseudo-sequence DRB1_1302. The binding affinity (normalized) is 0.413. (7) The peptide sequence is WDDLRSLCLFSYHRLR. The MHC is DRB1_0401 with pseudo-sequence DRB1_0401. The binding affinity (normalized) is 0.355. (8) The peptide sequence is GLTNTASHTRLSCDCDDK. The MHC is DRB1_1501 with pseudo-sequence DRB1_1501. The binding affinity (normalized) is 0. (9) The peptide sequence is FNFRFLTEKGMKNVF. The MHC is DRB5_0101 with pseudo-sequence DRB5_0101. The binding affinity (normalized) is 0.652.